This data is from Catalyst prediction with 721,799 reactions and 888 catalyst types from USPTO. The task is: Predict which catalyst facilitates the given reaction. (1) Reactant: [N:1]1([C:7]([C:9]2[CH:14]=[CH:13][C:12]([C:15]3[CH:16]=[CH:17][C:18]4[N:19]([C:21]([C:24]5[CH:31]=[CH:30][C:27]([C:28]#[N:29])=[CH:26][CH:25]=5)=[CH:22][N:23]=4)[N:20]=3)=[CH:11][C:10]=2[N+:32]([O-])=O)=[O:8])[CH2:6][CH2:5][O:4][CH2:3][CH2:2]1.O.O.Cl[Sn]Cl.Cl. Product: [NH2:32][C:10]1[CH:11]=[C:12]([C:15]2[CH:16]=[CH:17][C:18]3[N:19]([C:21]([C:24]4[CH:31]=[CH:30][C:27]([C:28]#[N:29])=[CH:26][CH:25]=4)=[CH:22][N:23]=3)[N:20]=2)[CH:13]=[CH:14][C:9]=1[C:7]([N:1]1[CH2:6][CH2:5][O:4][CH2:3][CH2:2]1)=[O:8]. The catalyst class is: 8. (2) Reactant: [C:1]1([CH3:17])[CH:6]=[CH:5][C:4]([C:7]2[C:15]3[C:14]([NH2:16])=[N:13][CH:12]=[N:11][C:10]=3[NH:9][CH:8]=2)=[CH:3][CH:2]=1.C1C(=O)N([Br:25])C(=O)C1. Product: [Br:25][C:8]1[NH:9][C:10]2[N:11]=[CH:12][N:13]=[C:14]([NH2:16])[C:15]=2[C:7]=1[C:4]1[CH:3]=[CH:2][C:1]([CH3:17])=[CH:6][CH:5]=1. The catalyst class is: 3. (3) Reactant: [Br:1][CH2:2][C:3](=[O:6])[CH2:4][CH3:5].[CH2:7]1[S:12][CH2:11][CH2:10][CH2:9][CH2:8]1. Product: [Br-:1].[O:6]=[C:3]([CH2:4][CH3:5])[CH2:2][S+:12]1[CH2:7][CH2:8][CH2:9][CH2:10][CH2:11]1. The catalyst class is: 21. (4) Reactant: C(NC(C)C)(C)C.C([Li])CCC.[Li+].CC([N-]C(C)C)C.[Si:21]([O:38][CH2:39][C:40]1[C:45]([N:46]2[CH2:51][C@H:50]([CH3:52])[O:49][C@H:48]([CH3:53])[CH2:47]2)=[C:44]([Cl:54])[C:43]([F:55])=[CH:42][N:41]=1)([C:34]([CH3:37])([CH3:36])[CH3:35])([C:28]1[CH:33]=[CH:32][CH:31]=[CH:30][CH:29]=1)[C:22]1[CH:27]=[CH:26][CH:25]=[CH:24][CH:23]=1.C[N:57]1[CH:61]=[CH:60][N:59]=[C:58]1[CH:62]=[O:63]. Product: [Si:21]([O:38][CH2:39][C:40]1[N:41]=[C:42]([CH:62]([C:58]2[NH:57][CH:61]=[CH:60][N:59]=2)[OH:63])[C:43]([F:55])=[C:44]([Cl:54])[C:45]=1[N:46]1[CH2:51][C@H:50]([CH3:52])[O:49][C@H:48]([CH3:53])[CH2:47]1)([C:34]([CH3:37])([CH3:35])[CH3:36])([C:28]1[CH:33]=[CH:32][CH:31]=[CH:30][CH:29]=1)[C:22]1[CH:23]=[CH:24][CH:25]=[CH:26][CH:27]=1. The catalyst class is: 1. (5) Reactant: [N:1]1[NH:2][C:3]([NH:6][C:7]2[CH:12]=[C:11](Cl)[N:10]=[C:9]([S:14][C:15]3[CH:20]=[CH:19][C:18]([NH:21][C:22](=[O:28])[CH2:23][C:24]([F:27])([F:26])[F:25])=[CH:17][CH:16]=3)[N:8]=2)=[N:4][CH:5]=1.[F:29][C@H:30]1[CH2:34][CH2:33][NH:32][CH2:31]1.Cl.CCN(C(C)C)C(C)C. Product: [N:1]1[N:2]=[C:3]([NH:6][C:7]2[CH:12]=[C:11]([N:32]3[CH2:33][CH2:34][C@H:30]([F:29])[CH2:31]3)[N:10]=[C:9]([S:14][C:15]3[CH:20]=[CH:19][C:18]([NH:21][C:22](=[O:28])[CH2:23][C:24]([F:27])([F:26])[F:25])=[CH:17][CH:16]=3)[N:8]=2)[NH:4][CH:5]=1. The catalyst class is: 12. (6) Reactant: [CH3:1][CH:2]1[CH2:7][CH2:6][N:5]([S:8]([C:11]2[CH:17]=[CH:16][C:14]([NH2:15])=[CH:13][CH:12]=2)(=[O:10])=[O:9])[CH2:4][CH2:3]1.[N+:18]([C:21]1[O:25][C:24]([C:26](Cl)=[O:27])=[CH:23][CH:22]=1)([O-:20])=[O:19].C(#N)C. Product: [CH3:1][CH:2]1[CH2:3][CH2:4][N:5]([S:8]([C:11]2[CH:12]=[CH:13][C:14]([NH:15][C:26]([C:24]3[O:25][C:21]([N+:18]([O-:20])=[O:19])=[CH:22][CH:23]=3)=[O:27])=[CH:16][CH:17]=2)(=[O:9])=[O:10])[CH2:6][CH2:7]1. The catalyst class is: 2. (7) Reactant: C[N:2](C)/[CH:3]=[CH:4]/[C:5]1[C:10]([C:11](OCC)=[O:12])=[CH:9][N:8]=[C:7]([S:16][CH3:17])[N:6]=1.[Cl-].[NH4+]. Product: [CH3:17][S:16][C:7]1[N:8]=[CH:9][C:10]2[C:11](=[O:12])[NH:2][CH:3]=[CH:4][C:5]=2[N:6]=1. The catalyst class is: 5. (8) Reactant: [BH4-].[Na+].[N+:3]([C:6]1[CH:7]=[C:8]2[CH:14]=[C:13]([C:15](=[O:17])[CH3:16])[NH:12][C:9]2=[N:10][CH:11]=1)([O-:5])=[O:4].O.C(OCC)(=O)C. Product: [N+:3]([C:6]1[CH:7]=[C:8]2[CH:14]=[C:13]([CH:15]([OH:17])[CH3:16])[NH:12][C:9]2=[N:10][CH:11]=1)([O-:5])=[O:4]. The catalyst class is: 36.